Dataset: Forward reaction prediction with 1.9M reactions from USPTO patents (1976-2016). Task: Predict the product of the given reaction. The product is: [CH3:21][O:22][C:23](=[O:46])[CH2:24][C@@H:25]1[N:31]=[C:30]([C:32]2[CH:37]=[CH:36][C:35]([Cl:38])=[CH:34][CH:33]=2)[C:29]2[CH:39]=[C:40]([O:43][CH3:44])[CH:41]=[CH:42][C:28]=2[NH:27][C:26]1=[S:2]. Given the reactants P12(SP3(SP(SP(S3)(S1)=S)(=S)S2)=S)=[S:2].C([O-])([O-])=O.[Na+].[Na+].[CH3:21][O:22][C:23](=[O:46])[CH2:24][C@@H:25]1[N:31]=[C:30]([C:32]2[CH:37]=[CH:36][C:35]([Cl:38])=[CH:34][CH:33]=2)[C:29]2[CH:39]=[C:40]([O:43][CH3:44])[CH:41]=[CH:42][C:28]=2[NH:27][C:26]1=O, predict the reaction product.